This data is from Forward reaction prediction with 1.9M reactions from USPTO patents (1976-2016). The task is: Predict the product of the given reaction. (1) Given the reactants [Cl:1][C:2]1[CH:3]=[C:4]([CH:9]([C:22]2[CH:27]=[CH:26][C:25]([Cl:28])=[CH:24][CH:23]=2)[C:10]2[C:18]3[C:13](=[C:14]([CH2:19][S:20][CH3:21])[CH:15]=[CH:16][CH:17]=3)[NH:12][CH:11]=2)[CH:5]=[CH:6][C:7]=1[F:8].ClC1C=CC(C(C2C=CC(Cl)=CC=2)C2C3C(=C(CS(C)=[O:48])C=CC=3)NC=2)=CC=1, predict the reaction product. The product is: [Cl:1][C:2]1[CH:3]=[C:4]([CH:9]([C:22]2[CH:23]=[CH:24][C:25]([Cl:28])=[CH:26][CH:27]=2)[C:10]2[C:18]3[C:13](=[C:14]([CH2:19][S:20]([CH3:21])=[O:48])[CH:15]=[CH:16][CH:17]=3)[NH:12][CH:11]=2)[CH:5]=[CH:6][C:7]=1[F:8]. (2) Given the reactants [O:1]1[CH2:6][CH2:5][O:4][CH2:3][CH:2]1[CH2:7][OH:8].C(O)(=[O:11])C.C(O)(=O)C.IC1C=CC=CC=1, predict the reaction product. The product is: [O:1]1[CH2:6][CH2:5][O:4][CH2:3][CH:2]1[C:7]([OH:11])=[O:8]. (3) Given the reactants [CH3:1][S:2][C:3]1[N:8]=[CH:7][C:6]([CH:9]([C:11]2[C:19]3[CH:18]=[N:17][CH:16]=[N:15][C:14]=3[N:13]([Si](C(C)C)(C(C)C)C(C)C)[CH:12]=2)O)=[CH:5][N:4]=1.C([SiH](CC)CC)C.FC(F)(F)C(O)=O, predict the reaction product. The product is: [CH3:1][S:2][C:3]1[N:4]=[CH:5][C:6]([CH2:9][C:11]2[C:19]3[CH:18]=[N:17][CH:16]=[N:15][C:14]=3[NH:13][CH:12]=2)=[CH:7][N:8]=1. (4) Given the reactants [P:1]([OH:5])([OH:4])([O-:3])=[O:2].[Na+:6].[OH:7][P:8]([O-:11])([O-:10])=[O:9].[Na+].[Na+].S([O-])([O-])(=O)=O.[NH4+].[NH4+].[OH:21][P:22]([O-:25])([OH:24])=[O:23].[OH:21][P:22]([O-:25])([O-:24])=[O:23].[Na+].[Na+].[Na+].[Cl-:34].[Cl-:34].[K+:36].[K+:36], predict the reaction product. The product is: [OH:3][P:1]([O-:5])([OH:4])=[O:2].[OH:9][P:8]([O-:11])([O-:10])=[O:7].[Na+:6].[Na+:6].[Na+:6].[Cl-:34].[Cl-:34].[K+:36].[K+:36].[P:22]([O-:25])([O-:24])([O-:23])=[O:21].[Na+:6].[Na+:6].[Na+:6].[Na+:6].[Cl-:34]. (5) The product is: [CH3:15][O:16][C:17]1[CH:18]=[C:19]([S:25]([NH:5][CH2:4][CH2:3][N:2]([CH3:1])[S:25]([C:13]2[CH:12]=[CH:14][C:22]([O:23][CH3:24])=[C:17]([O:16][CH3:15])[CH:18]=2)(=[O:27])=[O:26])(=[O:27])=[O:26])[CH:20]=[CH:21][C:22]=1[O:23][CH3:24]. Given the reactants [CH3:1][NH:2][CH2:3][CH2:4][NH2:5].CCN([CH:12]([CH3:14])[CH3:13])C(C)C.[CH3:15][O:16][C:17]1[CH:18]=[C:19]([S:25](Cl)(=[O:27])=[O:26])[CH:20]=[CH:21][C:22]=1[O:23][CH3:24], predict the reaction product. (6) Given the reactants [CH3:1][C:2]([CH3:27])([CH3:26])[CH2:3][CH2:4][N:5]1[CH2:10][CH2:9][N:8]([C:11](=[O:25])[CH2:12][CH2:13][CH2:14][C:15]2[CH:23]=[CH:22][C:18]([C:19](O)=[O:20])=[CH:17][C:16]=2[CH3:24])[CH2:7][CH2:6]1.[CH3:28][N:29]1[C:38]2[NH:37][C:36]3[CH:39]=[CH:40][CH:41]=[CH:42][C:35]=3[NH:34][CH2:33][C:32]=2[CH:31]=[N:30]1.CCN(C(C)C)C(C)C, predict the reaction product. The product is: [CH3:1][C:2]([CH3:27])([CH3:26])[CH2:3][CH2:4][N:5]1[CH2:10][CH2:9][N:8]([C:11](=[O:25])[CH2:12][CH2:13][CH2:14][C:15]2[CH:23]=[CH:22][C:18]([C:19]([N:34]3[CH2:33][C:32]4[CH:31]=[N:30][N:29]([CH3:28])[C:38]=4[NH:37][C:36]4[CH:39]=[CH:40][CH:41]=[CH:42][C:35]3=4)=[O:20])=[CH:17][C:16]=2[CH3:24])[CH2:7][CH2:6]1. (7) Given the reactants Br[C:2]1[CH:7]=[CH:6][CH:5]=[C:4]([Br:8])[N:3]=1.CC1(C)COB([C:16]2[CH:17]=[N:18][S:19][CH:20]=2)OC1.C(=O)([O-])[O-].[Cs+].[Cs+], predict the reaction product. The product is: [Br:8][C:4]1[CH:5]=[CH:6][CH:7]=[C:2]([C:16]2[CH:17]=[N:18][S:19][CH:20]=2)[N:3]=1. (8) Given the reactants Cl[CH2:2][C:3]1[CH:7]=[C:6]([C:8]2[CH:13]=[CH:12][C:11]([C:14]([F:17])([F:16])[F:15])=[CH:10][CH:9]=2)[O:5][N:4]=1.C[O:19][C:20](=[O:31])[CH2:21][O:22][C:23]1[CH:28]=[CH:27][C:26]([SH:29])=[CH:25][C:24]=1[CH3:30], predict the reaction product. The product is: [CH3:30][C:24]1[CH:25]=[C:26]([S:29][CH2:2][C:3]2[CH:7]=[C:6]([C:8]3[CH:13]=[CH:12][C:11]([C:14]([F:17])([F:16])[F:15])=[CH:10][CH:9]=3)[O:5][N:4]=2)[CH:27]=[CH:28][C:23]=1[O:22][CH2:21][C:20]([OH:31])=[O:19]. (9) Given the reactants [CH2:1]([O:8][CH2:9][CH2:10]/[CH:11]=[CH:12]/[N:13]1[CH2:18][CH2:17][CH2:16][CH2:15][CH2:14]1)[C:2]1[CH:7]=[CH:6][CH:5]=[CH:4][CH:3]=1.C1(C=CC(O)=CC=1)O.[C:27]([O:31][CH2:32][CH3:33])(=[O:30])[CH:28]=[CH2:29], predict the reaction product. The product is: [CH2:32]([O:31][C:27]([CH:28]1[CH2:29][CH:11]([CH2:10][CH2:9][O:8][CH2:1][C:2]2[CH:7]=[CH:6][CH:5]=[CH:4][CH:3]=2)[CH:12]1[N:13]1[CH2:14][CH2:15][CH2:16][CH2:17][CH2:18]1)=[O:30])[CH3:33].